Dataset: Reaction yield outcomes from USPTO patents with 853,638 reactions. Task: Predict the reaction yield, written as a fraction of the theoretical maximum amount of product (1.0 means a 100% yield; for example, 0.34 means a 34% yield). (1) The reactants are [C:1]([NH:4][C:5]1[CH:6]=[C:7]([CH:12]=[CH:13][N:14]=1)[C:8](OC)=[O:9])(=[O:3])[CH3:2].[NH2:15][NH2:16].[N:17]([O-])=O.[Na+]. The catalyst is CO. The product is [C:1]([NH:4][C:5]1[CH:6]=[C:7]([CH:12]=[CH:13][N:14]=1)[C:8]([N:15]=[N+:16]=[N-:17])=[O:9])(=[O:3])[CH3:2]. The yield is 0.680. (2) The reactants are C([O-])(=S)C.[K+].[C:6]([S:9][CH:10]1[CH2:15][CH2:14][N:13](C(C2C=CC=CC=2)(C2C=CC=CC=2)C2C=CC=CC=2)[CH2:12]/[C:11]/1=[CH:35]\[C:36]1[CH:37]=[N:38][N:39]([CH2:41][C:42]([O:44][CH2:45][CH3:46])=[O:43])[CH:40]=1)(=[O:8])[CH3:7].C(SC(C1C=NN(CC(OCC)=O)C=1)C1CN(C(C2C=CC=CC=2)(C2C=CC=CC=2)C2C=CC=CC=2)CCC=1)(=O)C.[F:88][C:89]([F:94])([F:93])[C:90]([OH:92])=[O:91]. The catalyst is CS(C)=O.O.ClCCl. The product is [F:88][C:89]([F:94])([F:93])[C:90]([OH:92])=[O:91].[C:6]([S:9][CH:10]1[CH2:15][CH2:14][NH:13][CH2:12]/[C:11]/1=[CH:35]\[C:36]1[CH:37]=[N:38][N:39]([CH2:41][C:42]([O:44][CH2:45][CH3:46])=[O:43])[CH:40]=1)(=[O:8])[CH3:7]. The yield is 0.330.